This data is from Reaction yield outcomes from USPTO patents with 853,638 reactions. The task is: Predict the reaction yield, written as a fraction of the theoretical maximum amount of product (1.0 means a 100% yield; for example, 0.34 means a 34% yield). (1) The reactants are [NH:1]1[CH2:6][CH2:5][CH:4]([C:7]([NH2:9])=[O:8])[CH2:3][CH2:2]1.[OH-].[Na+].Br[CH2:13][CH2:14][CH2:15][Cl:16]. The catalyst is CC(C)=O. The product is [Cl:16][CH2:15][CH2:14][CH2:13][N:1]1[CH2:6][CH2:5][CH:4]([C:7]([NH2:9])=[O:8])[CH2:3][CH2:2]1. The yield is 0.200. (2) The reactants are [H-].[Na+].[C:3]([N:10]1[CH2:14][CH2:13][C@H:12]([OH:15])[CH2:11]1)([O:5][C:6]([CH3:9])([CH3:8])[CH3:7])=[O:4].F[C:17]1[CH:18]=[C:19]([N+:23]([O-:25])=[O:24])[CH:20]=[CH:21][CH:22]=1. The catalyst is CS(C)=O. The product is [C:6]([O:5][C:3]([N:10]1[CH2:14][CH2:13][CH:12]([O:15][C:17]2[CH:22]=[CH:21][CH:20]=[C:19]([N+:23]([O-:25])=[O:24])[CH:18]=2)[CH2:11]1)=[O:4])([CH3:9])([CH3:8])[CH3:7]. The yield is 0.600. (3) The reactants are [Cl:1][C:2]1[CH:7]=[CH:6][C:5]([C:8]2[C:12]([CH2:13][O:14][C:15]3[CH:23]=[CH:22][C:18]([C:19]([OH:21])=O)=[CH:17][N:16]=3)=[C:11]([CH3:24])[O:10][N:9]=2)=[CH:4][CH:3]=1.CC1ON=C(C2C=CC=CC=2)C=1COC1C=CC(C(O)=O)=CN=1.[NH2:48][C:49]([CH3:53])([CH3:52])[CH2:50][OH:51]. No catalyst specified. The product is [Cl:1][C:2]1[CH:3]=[CH:4][C:5]([C:8]2[C:12]([CH2:13][O:14][C:15]3[CH:23]=[CH:22][C:18]([C:19]([NH:48][C:49]([CH3:53])([CH3:52])[CH2:50][OH:51])=[O:21])=[CH:17][N:16]=3)=[C:11]([CH3:24])[O:10][N:9]=2)=[CH:6][CH:7]=1. The yield is 0.300.